Dataset: Peptide-MHC class II binding affinity with 134,281 pairs from IEDB. Task: Regression. Given a peptide amino acid sequence and an MHC pseudo amino acid sequence, predict their binding affinity value. This is MHC class II binding data. The peptide sequence is NRQIMDNSAKYVEHD. The MHC is HLA-DPA10301-DPB10402 with pseudo-sequence HLA-DPA10301-DPB10402. The binding affinity (normalized) is 0.0654.